From a dataset of Forward reaction prediction with 1.9M reactions from USPTO patents (1976-2016). Predict the product of the given reaction. (1) Given the reactants [C:1]([C:3]1([C:6]2[C:14]([F:15])=[CH:13][C:9]([C:10]([OH:12])=O)=[C:8]([F:16])[C:7]=2[CH3:17])[CH2:5][CH2:4]1)#[N:2].C(Cl)(=O)C(Cl)=O.[CH:24]1([NH:27][C:28]([NH2:30])=[O:29])[CH2:26][CH2:25]1, predict the reaction product. The product is: [C:1]([C:3]1([C:6]2[C:14]([F:15])=[CH:13][C:9]([C:10]([NH:30][C:28]([NH:27][CH:24]3[CH2:26][CH2:25]3)=[O:29])=[O:12])=[C:8]([F:16])[C:7]=2[CH3:17])[CH2:4][CH2:5]1)#[N:2]. (2) Given the reactants [NH2:1][C:2]1[C:7]2=[C:8]([C:14]3[CH:19]=[CH:18][C:17]([NH:20][C:21]([NH:23][C:24]4[CH:29]=[C:28]([C:30]([F:33])([F:32])[F:31])[CH:27]=[CH:26][C:25]=4[F:34])=[O:22])=[C:16](F)[CH:15]=3)[C:9]([CH2:11][O:12][CH3:13])=[CH:10][N:6]2[N:5]=[CH:4][N:3]=1.[Cl-:36].[CH3:37][N+:38]1[CH2:39][CH2:40][O:41][CH2:42][CH:43]=1, predict the reaction product. The product is: [ClH:36].[NH2:1][C:2]1[C:7]2=[C:8]([C:14]3[CH:19]=[CH:18][C:17]([NH:20][C:21]([NH:23][C:24]4[CH:29]=[C:28]([C:30]([F:33])([F:31])[F:32])[CH:27]=[CH:26][C:25]=4[F:34])=[O:22])=[CH:16][CH:15]=3)[C:9]([CH2:11][O:12][CH3:13])=[C:10]([CH:43]3[CH2:42][O:41][CH2:40][CH2:39][N:38]3[CH3:37])[N:6]2[N:5]=[CH:4][N:3]=1. (3) Given the reactants [CH3:1][C:2]1([CH3:29])[C:18]2[CH:17]=[C:16]3[C:8]([C:9]4[CH:10]=[C:11]5[C:22]([CH3:24])([CH3:23])[CH2:21][CH2:20][C:19]([CH3:26])([CH3:25])[C:12]5=[CH:13][C:14]=4[CH2:15]3)=[CH:7][C:6]=2[C:5]([CH3:28])([CH3:27])[CH2:4][CH2:3]1.CCCCCC.[Li]CCCC.[C:41]1([C:47]([C:53]2[CH:58]=[CH:57][CH:56]=[CH:55][CH:54]=2)=[C:48]2[CH:52]=[CH:51][CH:50]=[CH:49]2)[CH:46]=[CH:45][CH:44]=[CH:43][CH:42]=1, predict the reaction product. The product is: [CH:48]1([C:47]([C:53]2[CH:58]=[CH:57][CH:56]=[CH:55][CH:54]=2)([C:41]2[CH:42]=[CH:43][CH:44]=[CH:45][CH:46]=2)[CH:20]2[CH2:21][C:22]([CH3:24])([CH3:23])[C:11]3[CH:10]=[C:9]4[C:14](=[CH:13][C:12]=3[C:19]2([CH3:26])[CH3:25])[CH2:15][C:16]2[CH:17]=[C:18]3[C:2]([CH3:29])([CH3:1])[CH2:3][CH2:4][C:5]([CH3:28])([CH3:27])[C:6]3=[CH:7][C:8]4=2)[CH:49]=[CH:50][CH:51]=[CH:52]1. (4) Given the reactants [OH-].[Na+].Cl[O-].[Na+].[NH2:6][C:7]1[C:16]([CH3:17])=[CH:15][C:14](Br)=[CH:13][C:8]=1[C:9]([NH:11][CH3:12])=[O:10].[C-]#N.[Na+].[CH3:22][NH:23]CCNC, predict the reaction product. The product is: [NH2:6][C:7]1[C:16]([CH3:17])=[CH:15][C:14]([C:22]#[N:23])=[CH:13][C:8]=1[C:9]([NH:11][CH3:12])=[O:10]. (5) Given the reactants [C:1]1([N:7]2[C:15]3[C@@:14]4([CH3:19])[C:16]([CH3:18])([CH3:17])[C@H:11]([CH2:12][CH2:13]4)[C:10]=3[C:9](=[O:20])[NH:8]2)[CH:6]=[CH:5][CH:4]=[CH:3][CH:2]=1.[C:21]1(B(O)O)[CH:26]=[CH:25][CH:24]=[CH:23][CH:22]=1.N1C=CC=CC=1, predict the reaction product. The product is: [CH3:19][C@@:14]12[C:16]([CH3:17])([CH3:18])[C@@H:11]([C:10]3[C:9](=[O:20])[N:8]([C:21]4[CH:26]=[CH:25][CH:24]=[CH:23][CH:22]=4)[N:7]([C:1]4[CH:2]=[CH:3][CH:4]=[CH:5][CH:6]=4)[C:15]=31)[CH2:12][CH2:13]2. (6) Given the reactants Br[C:2]1[CH:7]=[C:6]([C:8]([NH:10][N:11]([C:22]([CH3:25])([CH3:24])[CH3:23])[C:12](=[O:21])[C:13]2[CH:18]=[C:17]([CH3:19])[CH:16]=[C:15]([CH3:20])[CH:14]=2)=[O:9])[CH:5]=[CH:4][C:3]=1[NH:26][C:27](=[O:29])[CH3:28].CC1(C)C(C)(C)O[B:33](B2OC(C)(C)C(C)(C)O2)[O:32]1.CC([O-])=O.[K+], predict the reaction product. The product is: [C:22]([N:11]([C:12](=[O:21])[C:13]1[CH:18]=[C:17]([CH3:19])[CH:16]=[C:15]([CH3:20])[CH:14]=1)[NH:10][C:8]([C:6]1[CH:5]=[CH:4][C:3]2[N:26]=[C:27]([CH3:28])[O:29][B:33]([OH:32])[C:2]=2[CH:7]=1)=[O:9])([CH3:25])([CH3:24])[CH3:23]. (7) Given the reactants Cl[C:2]1[N:7]=[C:6]([O:8][C@H:9]([CH3:13])[CH2:10][O:11][CH3:12])[N:5]=[C:4]([N:14]2[CH2:19][CH2:18][CH:17]([C:20]3[C:28]4[C:23](=[N:24][CH:25]=[CH:26][C:27]=4[O:29][CH3:30])[NH:22][CH:21]=3)[CH2:16][CH2:15]2)[CH:3]=1.[CH3:31][O:32][CH2:33][CH2:34][NH2:35].CCN(C(C)C)C(C)C.C1C=CC(P(C2C(C3C(P(C4C=CC=CC=4)C4C=CC=CC=4)=CC=C4C=3C=CC=C4)=C3C(C=CC=C3)=CC=2)C2C=CC=CC=2)=CC=1.[O:91]1CCOC[CH2:92]1, predict the reaction product. The product is: [CH3:31][O:32][CH2:33][CH2:34][NH:35][C:92]([C:2]1[CH:3]=[C:4]([N:14]2[CH2:19][CH2:18][CH:17]([C:20]3[C:28]4[C:23](=[N:24][CH:25]=[CH:26][C:27]=4[O:29][CH3:30])[NH:22][CH:21]=3)[CH2:16][CH2:15]2)[N:5]=[C:6]([O:8][C@H:9]([CH3:13])[CH2:10][O:11][CH3:12])[N:7]=1)=[O:91]. (8) Given the reactants C([O:9][CH2:10][CH2:11][N:12]1[C:20]2[C:19](Cl)=[N:18][CH:17]=[N:16][C:15]=2[CH:14]=[CH:13]1)(=O)C1C=CC=CC=1.[S:22]1[C:26]2[CH:27]=[CH:28][CH:29]=[C:30]([O:31][C:32]3[CH:38]=[CH:37][C:35]([NH2:36])=[CH:34][C:33]=3[Cl:39])[C:25]=2[CH:24]=[N:23]1.C(=O)([O-])O.[Na+], predict the reaction product. The product is: [S:22]1[C:26]2[CH:27]=[CH:28][CH:29]=[C:30]([O:31][C:32]3[CH:38]=[CH:37][C:35]([NH:36][C:19]4[C:20]5[N:12]([CH2:11][CH2:10][OH:9])[CH:13]=[CH:14][C:15]=5[N:16]=[CH:17][N:18]=4)=[CH:34][C:33]=3[Cl:39])[C:25]=2[CH:24]=[N:23]1.